This data is from Full USPTO retrosynthesis dataset with 1.9M reactions from patents (1976-2016). The task is: Predict the reactants needed to synthesize the given product. Given the product [CH2:20]([C:2]1([OH:1])[CH2:7][CH2:6][CH:5]([CH2:8][NH:9][C:10](=[O:19])[O:11][CH2:12][C:13]2[CH:14]=[CH:15][CH:16]=[CH:17][CH:18]=2)[CH2:4][CH2:3]1)[CH3:21], predict the reactants needed to synthesize it. The reactants are: [O:1]=[C:2]1[CH2:7][CH2:6][CH:5]([CH2:8][NH:9][C:10](=[O:19])[O:11][CH2:12][C:13]2[CH:18]=[CH:17][CH:16]=[CH:15][CH:14]=2)[CH2:4][CH2:3]1.[CH2:20]([Mg]Br)[CH3:21].